From a dataset of Orexin1 receptor HTS with 218,158 compounds and 233 confirmed actives. Binary Classification. Given a drug SMILES string, predict its activity (active/inactive) in a high-throughput screening assay against a specified biological target. (1) The compound is O(C(=O)CNc1nc(nc2c1cccc2)c1cccnc1)C. The result is 0 (inactive). (2) The molecule is Fc1ccc(Cn2c3c(c(c2C)C)cc(cc3)C(=O)NCCCN2CCOCC2)cc1. The result is 0 (inactive). (3) The compound is Clc1ccc(CN(CCC(C(C)C)c2occc2)C(=O)C)cc1. The result is 0 (inactive). (4) The compound is O=C1N(C(=O)C(/c2c1cccc2)=C\NNc1nc(cc(n1)C)C)c1ccc(OCC)cc1. The result is 0 (inactive).